This data is from Reaction yield outcomes from USPTO patents with 853,638 reactions. The task is: Predict the reaction yield, written as a fraction of the theoretical maximum amount of product (1.0 means a 100% yield; for example, 0.34 means a 34% yield). The reactants are [CH3:1][O:2][C:3](=[O:17])[C:4]1[CH:9]=[CH:8][C:7]([C:10]([F:13])([F:12])[CH3:11])=[CH:6][C:5]=1[N+:14]([O-])=O. The catalyst is CO.CCO.[Ni]. The product is [CH3:1][O:2][C:3](=[O:17])[C:4]1[CH:9]=[CH:8][C:7]([C:10]([F:12])([F:13])[CH3:11])=[CH:6][C:5]=1[NH2:14]. The yield is 0.920.